Dataset: Catalyst prediction with 721,799 reactions and 888 catalyst types from USPTO. Task: Predict which catalyst facilitates the given reaction. (1) Reactant: [Cl:1][C:2]1[CH:7]=[CH:6][CH:5]=[C:4]([CH2:8][C:9]2[N:14]=[C:13]([Cl:15])[CH:12]=[C:11]([O:16][CH3:17])[N:10]=2)[C:3]=1[NH:18][S:19]([CH:22]([F:24])[F:23])(=[O:21])=[O:20].C(OCC)(=[O:27])C.O. Product: [Cl:1][C:2]1[CH:7]=[CH:6][CH:5]=[C:4]([C:8]([C:9]2[N:14]=[C:13]([Cl:15])[CH:12]=[C:11]([O:16][CH3:17])[N:10]=2)=[O:27])[C:3]=1[NH:18][S:19]([CH:22]([F:23])[F:24])(=[O:21])=[O:20]. The catalyst class is: 15. (2) Reactant: [OH-].[Na+].C[O:4][C:5](=[O:30])[C:6]1[CH:11]=[CH:10][CH:9]=[CH:8][C:7]=1[O:12][CH2:13][CH2:14][N:15]1[CH2:20][CH2:19][CH:18]([C:21]2[C:29]3[C:24](=[CH:25][CH:26]=[CH:27][CH:28]=3)[NH:23][CH:22]=2)[CH2:17][CH2:16]1. Product: [NH:23]1[C:24]2[C:29](=[CH:28][CH:27]=[CH:26][CH:25]=2)[C:21]([CH:18]2[CH2:19][CH2:20][N:15]([CH2:14][CH2:13][O:12][C:7]3[CH:8]=[CH:9][CH:10]=[CH:11][C:6]=3[C:5]([OH:30])=[O:4])[CH2:16][CH2:17]2)=[CH:22]1. The catalyst class is: 97.